This data is from Catalyst prediction with 721,799 reactions and 888 catalyst types from USPTO. The task is: Predict which catalyst facilitates the given reaction. (1) Reactant: [CH:1](NC(C)C)([CH3:3])[CH3:2].[Li].[N:9]1[CH:14]=[CH:13][CH:12]=[CH:11][C:10]=1[CH2:15][CH:16]1[O:20][C:19](=[O:21])[CH2:18][CH2:17]1.C(Br)CC.C(O)(=O)C. Product: [CH2:2]([CH:18]1[CH2:17][CH:16]([CH2:15][C:10]2[CH:11]=[CH:12][CH:13]=[CH:14][N:9]=2)[O:20][C:19]1=[O:21])[CH2:1][CH3:3]. The catalyst class is: 1. (2) Product: [C:12]([O:15][C:16]([N:1]1[CH2:5][CH2:4][CH2:3][CH:2]1[C:6]([OH:8])=[O:7])=[O:17])([CH3:14])([CH3:13])[CH3:11]. Reactant: [NH:1]1[CH2:5][CH2:4][CH2:3][CH:2]1[C:6]([OH:8])=[O:7].[OH-].[Na+].[CH3:11][C:12]([O:15][C:16](O[C:16]([O:15][C:12]([CH3:14])([CH3:13])[CH3:11])=[O:17])=[O:17])([CH3:14])[CH3:13].C(Cl)Cl.CO. The catalyst class is: 6. (3) Reactant: [CH3:1][C:2]1[CH:3]=[N:4][N:5]([C:7]2[CH:12]=[CH:11][N:10]=[CH:9][C:8]=2[N:13]2[CH2:18][CH2:17][CH:16]([C:19](O)=[O:20])[CH2:15][CH2:14]2)[CH:6]=1.Cl.[O:23]1[CH2:27][CH2:26][C@@H:25]([NH2:28])[CH2:24]1.CN(C(ON1N=NC2C=CC=NC1=2)=[N+](C)C)C.F[P-](F)(F)(F)(F)F.C(N(CC)CC)C. Product: [CH3:1][C:2]1[CH:3]=[N:4][N:5]([C:7]2[CH:12]=[CH:11][N:10]=[CH:9][C:8]=2[N:13]2[CH2:14][CH2:15][CH:16]([C:19]([NH:28][C@@H:25]3[CH2:26][CH2:27][O:23][CH2:24]3)=[O:20])[CH2:17][CH2:18]2)[CH:6]=1. The catalyst class is: 136. (4) Reactant: [Cl:1][C:2]1[N:10]([CH2:11][CH:12]=[CH2:13])[C:9]2[C:8](=[O:14])[NH:7][C:6](=[O:15])[NH:5][C:4]=2[N:3]=1.C(=O)([O-])[O-].[Na+].[Na+].CS(O[CH2:27][CH2:28][CH:29]1[CH2:31][CH2:30]1)(=O)=O. Product: [Cl:1][C:2]1[N:10]([CH2:11][CH:12]=[CH2:13])[C:9]2[C:8](=[O:14])[NH:7][C:6](=[O:15])[N:5]([CH2:27][CH2:28][CH:29]3[CH2:31][CH2:30]3)[C:4]=2[N:3]=1. The catalyst class is: 9. (5) Reactant: C(OC(=O)[NH:7][C:8]1[C:13]([CH:14]=[N:15][OH:16])=[CH:12][CH:11]=[C:10]([Cl:17])[N:9]=1)(C)(C)C. Product: [ClH:17].[NH2:7][C:8]1[C:13]([CH:14]=[N:15][OH:16])=[CH:12][CH:11]=[C:10]([Cl:17])[N:9]=1. The catalyst class is: 89. (6) Reactant: [F:1][C:2]1[C:3]([CH2:11][OH:12])=[C:4]([OH:10])[C:5]([O:8][CH3:9])=[CH:6][CH:7]=1.[H-].[Na+].Br[CH2:16]Cl.[I-].[Na+].[Cl-].[NH4+]. Product: [F:1][C:2]1[C:3]2[CH2:11][O:12][CH2:16][O:10][C:4]=2[C:5]([O:8][CH3:9])=[CH:6][CH:7]=1. The catalyst class is: 39. (7) Reactant: [H-].[Na+].[CH3:3][N:4]1[C@@H:8]([CH2:9][C:10]2[C:14]3[CH:15]=[C:16]([CH2:19][CH2:20][S:21](C4C=CC=CC=4)(=[O:23])=[O:22])[CH:17]=[CH:18][C:13]=3[NH:12][CH:11]=2)[CH2:7][CH2:6][CH2:5]1.C(S([C:35]1[CH:40]=[CH:39][CH:38]=[CH:37][CH:36]=1)(=O)=O)=C.CO. Product: [CH3:3][N:4]1[CH2:5][CH2:6][CH2:7][C@@H:8]1[CH2:9][C:10]1[C:14]2[C:13](=[CH:18][CH:17]=[C:16]([CH2:19][C:20](=[S:21](=[O:23])=[O:22])[C:16]3[CH:15]=[CH:14][CH:13]=[CH:18][CH:17]=3)[CH:15]=2)[N:12]([CH2:19][C:20](=[S:21](=[O:23])=[O:22])[C:35]2[CH:36]=[CH:37][CH:38]=[CH:39][CH:40]=2)[CH:11]=1. The catalyst class is: 35.